From a dataset of Catalyst prediction with 721,799 reactions and 888 catalyst types from USPTO. Predict which catalyst facilitates the given reaction. (1) Reactant: [CH3:1][N:2]([CH3:16])[S:3]([C:6]1[CH:15]=[C:14]2[C:9]([CH2:10][CH2:11][NH:12][CH2:13]2)=[CH:8][CH:7]=1)(=[O:5])=[O:4].[C:17]([O:20][C@@H:21]([C:23]1[N:28]=[C:27](Cl)[CH:26]=[CH:25][N:24]=1)[CH3:22])(=[O:19])[CH3:18].C(N(CC)CC)C. Product: [C:17]([O:20][C@@H:21]([C:23]1[N:24]=[C:25]([N:12]2[CH2:11][CH2:10][C:9]3[C:14](=[CH:15][C:6]([S:3](=[O:5])(=[O:4])[N:2]([CH3:16])[CH3:1])=[CH:7][CH:8]=3)[CH2:13]2)[CH:26]=[CH:27][N:28]=1)[CH3:22])(=[O:19])[CH3:18]. The catalyst class is: 32. (2) Reactant: [CH:1]1([NH2:9])[CH2:8][CH2:7][CH2:6][CH2:5][CH2:4][CH2:3][CH2:2]1.[Li+].[Cl-].C[N:13]1[C:17](=O)[CH2:16][CH2:15][CH2:14]1.[C:19]1([C:31](Cl)=[O:32])[CH:24]=[C:23]([C:25](Cl)=[O:26])[CH:22]=[C:21]([C:28](Cl)=[O:29])[CH:20]=1. Product: [CH:1]1([NH:9][C:31]([C:19]2[CH:24]=[C:23]([C:25]([NH:9][CH:1]3[CH2:8][CH2:7][CH2:6][CH2:5][CH2:4][CH2:3][CH2:2]3)=[O:26])[CH:22]=[C:21]([C:28]([NH:13][CH:17]3[CH2:16][CH2:15][CH2:14][CH2:3][CH2:2][CH2:1][CH2:8]3)=[O:29])[CH:20]=2)=[O:32])[CH2:8][CH2:7][CH2:6][CH2:5][CH2:4][CH2:3][CH2:2]1. The catalyst class is: 17. (3) Reactant: [CH3:1][S:2]([C:5]1[CH:10]=[CH:9][C:8]([N:11]2[CH:15]=[C:14]([CH:16]=[O:17])[CH:13]=[N:12]2)=[CH:7][CH:6]=1)(=[O:4])=[O:3].[BH4-].[Na+]. Product: [CH3:1][S:2]([C:5]1[CH:6]=[CH:7][C:8]([N:11]2[CH:15]=[C:14]([CH2:16][OH:17])[CH:13]=[N:12]2)=[CH:9][CH:10]=1)(=[O:3])=[O:4]. The catalyst class is: 5. (4) Reactant: Br[CH2:2][CH2:3][CH:4]([CH3:8])[CH2:5][CH2:6]Br.C(=O)([O-])[O-].[K+].[K+].[Br:15][C:16]1[CH:21]=[CH:20][C:19]([N:22]2[CH2:27][CH2:26][CH2:25][C@@H:24]([NH2:28])[CH2:23]2)=[CH:18][CH:17]=1. Product: [Br:15][C:16]1[CH:21]=[CH:20][C:19]([N:22]2[CH2:27][CH2:26][CH2:25][C@@H:24]([N:28]3[CH2:6][CH2:5][CH:4]([CH3:8])[CH2:3][CH2:2]3)[CH2:23]2)=[CH:18][CH:17]=1. The catalyst class is: 31. (5) Reactant: [CH2:1]([C@H:3]1[O:8][C@@H:7]([C:9]2[CH:14]=[CH:13][N:12]=[CH:11][C:10]=2[N+:15]([O-:17])=[O:16])[CH2:6][C:5]([O:18][Si](CC)(CC)CC)=[CH:4]1)[CH3:2].CC(C)=[O:28].C([O-])(O)=O.[Na+].OOS([O-])=O.[K+]. Product: [CH2:1]([C@@H:3]1[C@@H:4]([OH:28])[C:5](=[O:18])[CH2:6][C@H:7]([C:9]2[CH:14]=[CH:13][N:12]=[CH:11][C:10]=2[N+:15]([O-:17])=[O:16])[O:8]1)[CH3:2]. The catalyst class is: 161. (6) Reactant: [Cl:1][C:2]1[CH:3]=[CH:4][C:5]([O:27][CH2:28][CH:29]([CH3:31])[CH3:30])=[C:6]([CH2:8][N:9]2[C:13]([CH3:14])=[CH:12][C:11]([NH:15][C:16](=[O:26])[C:17]3[CH:22]=[CH:21][C:20]([CH:23]=C)=[CH:19][C:18]=3[F:25])=[N:10]2)[CH:7]=1.[O:32]=[O+][O-].C1(P(C2C=CC=CC=2)C2C=CC=CC=2)C=CC=CC=1. Product: [Cl:1][C:2]1[CH:3]=[CH:4][C:5]([O:27][CH2:28][CH:29]([CH3:31])[CH3:30])=[C:6]([CH2:8][N:9]2[C:13]([CH3:14])=[CH:12][C:11]([NH:15][C:16](=[O:26])[C:17]3[CH:22]=[CH:21][C:20]([CH:23]=[O:32])=[CH:19][C:18]=3[F:25])=[N:10]2)[CH:7]=1. The catalyst class is: 4. (7) Reactant: [CH:1]1([C:4](=O)[CH2:5][C:6]([CH:8]2[CH2:10][CH2:9]2)=O)[CH2:3][CH2:2]1.[NH2:12][NH2:13]. Product: [CH:1]1([C:4]2[CH:5]=[C:6]([CH:8]3[CH2:10][CH2:9]3)[NH:13][N:12]=2)[CH2:3][CH2:2]1. The catalyst class is: 14. (8) Reactant: Cl.[CH3:2][O:3][C:4]([C:6]1[O:7][C:8]([CH2:11][CH2:12][CH2:13][NH2:14])=[CH:9][CH:10]=1)=[O:5].C(N(CC)CC)C.[CH3:22][S:23](Cl)(=[O:25])=[O:24]. Product: [CH3:2][O:3][C:4]([C:6]1[O:7][C:8]([CH2:11][CH2:12][CH2:13][NH:14][S:23]([CH3:22])(=[O:25])=[O:24])=[CH:9][CH:10]=1)=[O:5]. The catalyst class is: 2. (9) Reactant: [CH2:1]([O:8][C:9]1[CH:10]=[C:11]([CH:14]=[CH:15][CH:16]=1)[CH:12]=[O:13])[C:2]1[CH:7]=[CH:6][CH:5]=[CH:4][CH:3]=1.C1(C)C=CC(S([CH2:26][N+:27]#[C-:28])(=O)=O)=CC=1.C(=O)([O-])[O-].[K+].[K+]. Product: [CH2:1]([O:8][C:9]1[CH:10]=[C:11]([C:12]2[O:13][CH:28]=[N:27][CH:26]=2)[CH:14]=[CH:15][CH:16]=1)[C:2]1[CH:3]=[CH:4][CH:5]=[CH:6][CH:7]=1. The catalyst class is: 5. (10) Reactant: [CH:1]1([CH2:7][C:8]2[CH:13]=[CH:12][C:11]([CH2:14]O)=[CH:10][C:9]=2[C:16]([F:19])([F:18])[F:17])[CH2:6][CH2:5][CH2:4][CH2:3][CH2:2]1.S(Cl)([Cl:22])=O. Product: [Cl:22][CH2:14][C:11]1[CH:12]=[CH:13][C:8]([CH2:7][CH:1]2[CH2:6][CH2:5][CH2:4][CH2:3][CH2:2]2)=[C:9]([C:16]([F:19])([F:18])[F:17])[CH:10]=1. The catalyst class is: 11.